The task is: Predict the reactants needed to synthesize the given product.. This data is from Full USPTO retrosynthesis dataset with 1.9M reactions from patents (1976-2016). (1) Given the product [CH3:1][O:2][C:3]1[CH:4]=[C:5]([CH:9]=[CH:10][C:11]=1[NH:12][C:13]1[N:14]=[CH:15][C:16]2[N:22]([CH3:23])[C:21](=[O:24])[CH2:20][CH2:19][N:18]([CH2:25][CH2:26][O:27][CH3:28])[C:17]=2[N:29]=1)[C:6]([NH:63][CH:64]1[CH2:69][CH2:68][N:67]([CH3:70])[CH2:66][CH2:65]1)=[O:8], predict the reactants needed to synthesize it. The reactants are: [CH3:1][O:2][C:3]1[CH:4]=[C:5]([CH:9]=[CH:10][C:11]=1[NH:12][C:13]1[N:14]=[CH:15][C:16]2[N:22]([CH3:23])[C:21](=[O:24])[CH2:20][CH2:19][N:18]([CH2:25][CH2:26][O:27][CH3:28])[C:17]=2[N:29]=1)[C:6]([OH:8])=O.F[P-](F)(F)(F)(F)F.CN(C(N(C)C)=[N+]1C2C(=NC=CC=2)[N+]([O-])=N1)C.C(N(C(C)C)C(C)C)C.[NH2:63][CH:64]1[CH2:69][CH2:68][N:67]([CH3:70])[CH2:66][CH2:65]1. (2) Given the product [Cl:1][C:2]1[CH:3]=[C:4]([CH:25]=[CH:26][C:27]=1[Cl:28])[O:5][C:6]1[CH:11]=[CH:10][CH:9]=[CH:8][C:7]=1[NH:12][S:13]([C:16]1[CH:24]=[CH:23][C:19]([C:20]([NH:43][CH2:42][CH2:41][N:38]2[CH2:37][CH2:36][N:35]([C:30]3[N:29]=[CH:34][CH:33]=[CH:32][N:31]=3)[CH2:40][CH2:39]2)=[O:22])=[CH:18][CH:17]=1)(=[O:14])=[O:15], predict the reactants needed to synthesize it. The reactants are: [Cl:1][C:2]1[CH:3]=[C:4]([CH:25]=[CH:26][C:27]=1[Cl:28])[O:5][C:6]1[CH:11]=[CH:10][CH:9]=[CH:8][C:7]=1[NH:12][S:13]([C:16]1[CH:24]=[CH:23][C:19]([C:20]([OH:22])=O)=[CH:18][CH:17]=1)(=[O:15])=[O:14].[N:29]1[CH:34]=[CH:33][CH:32]=[N:31][C:30]=1[N:35]1[CH2:40][CH2:39][N:38]([CH2:41][CH2:42][NH2:43])[CH2:37][CH2:36]1. (3) Given the product [CH:13]1([C:11]2[NH:10][N:9]([CH3:18])[CH:8]([C:6]([OH:7])=[O:5])[CH:12]=2)[CH2:14][CH2:15][CH2:16][CH2:17]1, predict the reactants needed to synthesize it. The reactants are: [OH-].[Na+].C([O:5][C:6]([CH:8]1[CH:12]=[C:11]([CH:13]2[CH2:17][CH2:16][CH2:15][CH2:14]2)[NH:10][N:9]1[CH3:18])=[O:7])C.Cl. (4) Given the product [Br:11][C:6]1[CH:7]=[C:8]([C:12](=[O:15])[CH3:13])[CH:9]=[CH:10][C:5]=1[OH:4], predict the reactants needed to synthesize it. The reactants are: C([O:4][C:5]1[CH:10]=[CH:9][CH:8]=[CH:7][C:6]=1[Br:11])(=O)C.[C:12](OC1C=CC=CC=1C)(=[O:15])[CH2:13]C. (5) The reactants are: Br[C:2]1[CH:7]=[CH:6][C:5]([C:8]2[CH:13]=[CH:12][CH:11]=[C:10]([O:14][CH3:15])[CH:9]=2)=[CH:4][CH:3]=1.[CH3:16][O:17][C:18]1[CH:23]=[CH:22][C:21](B(O)O)=[CH:20][CH:19]=1. Given the product [CH3:16][O:17][C:18]1[CH:23]=[CH:22][C:21]([C:2]2[CH:7]=[CH:6][C:5]([C:8]3[CH:13]=[CH:12][CH:11]=[C:10]([O:14][CH3:15])[CH:9]=3)=[CH:4][CH:3]=2)=[CH:20][CH:19]=1, predict the reactants needed to synthesize it. (6) Given the product [CH3:18][C:15]1[N:14]=[CH:13][C:12]2[CH2:11][CH2:10][CH:9]3[CH:19]([CH3:22])[C:20]4[O:21][N:2]=[CH:5][C:6]=4[CH2:7][C:8]3([C:23]3[CH:24]=[CH:25][CH:26]=[CH:27][CH:28]=3)[C:17]=2[N:16]=1, predict the reactants needed to synthesize it. The reactants are: Cl.[NH2:2]O.O/[CH:5]=[C:6]1/[CH2:7][C:8]2([C:23]3[CH:28]=[CH:27][CH:26]=[CH:25][CH:24]=3)[C:17]3[N:16]=[C:15]([CH3:18])[N:14]=[CH:13][C:12]=3[CH2:11][CH2:10][CH:9]2[CH:19]([CH3:22])[C:20]/1=[O:21].